Task: Regression. Given two drug SMILES strings and cell line genomic features, predict the synergy score measuring deviation from expected non-interaction effect.. Dataset: NCI-60 drug combinations with 297,098 pairs across 59 cell lines (1) Drug 1: CC1=C(C(CCC1)(C)C)C=CC(=CC=CC(=CC(=O)O)C)C. Drug 2: CCCCCOC(=O)NC1=NC(=O)N(C=C1F)C2C(C(C(O2)C)O)O. Cell line: KM12. Synergy scores: CSS=-4.59, Synergy_ZIP=4.67, Synergy_Bliss=3.30, Synergy_Loewe=-0.611, Synergy_HSA=-3.49. (2) Drug 1: CCC(=C(C1=CC=CC=C1)C2=CC=C(C=C2)OCCN(C)C)C3=CC=CC=C3.C(C(=O)O)C(CC(=O)O)(C(=O)O)O. Drug 2: CC1=C(C(=O)C2=C(C1=O)N3CC4C(C3(C2COC(=O)N)OC)N4)N. Cell line: HL-60(TB). Synergy scores: CSS=53.7, Synergy_ZIP=-3.12, Synergy_Bliss=-4.41, Synergy_Loewe=-22.5, Synergy_HSA=-2.14. (3) Drug 1: C1=CC(=CC=C1C#N)C(C2=CC=C(C=C2)C#N)N3C=NC=N3. Drug 2: CC1CCC2CC(C(=CC=CC=CC(CC(C(=O)C(C(C(=CC(C(=O)CC(OC(=O)C3CCCCN3C(=O)C(=O)C1(O2)O)C(C)CC4CCC(C(C4)OC)O)C)C)O)OC)C)C)C)OC. Cell line: A498. Synergy scores: CSS=-2.69, Synergy_ZIP=2.93, Synergy_Bliss=3.08, Synergy_Loewe=-3.95, Synergy_HSA=-3.01. (4) Drug 1: CN1CCC(CC1)COC2=C(C=C3C(=C2)N=CN=C3NC4=C(C=C(C=C4)Br)F)OC. Drug 2: C1CCN(CC1)CCOC2=CC=C(C=C2)C(=O)C3=C(SC4=C3C=CC(=C4)O)C5=CC=C(C=C5)O. Cell line: K-562. Synergy scores: CSS=46.5, Synergy_ZIP=5.98, Synergy_Bliss=6.59, Synergy_Loewe=-0.0151, Synergy_HSA=5.87. (5) Drug 1: CCN(CC)CCCC(C)NC1=C2C=C(C=CC2=NC3=C1C=CC(=C3)Cl)OC. Drug 2: COCCOC1=C(C=C2C(=C1)C(=NC=N2)NC3=CC=CC(=C3)C#C)OCCOC.Cl. Cell line: BT-549. Synergy scores: CSS=29.1, Synergy_ZIP=6.17, Synergy_Bliss=10.6, Synergy_Loewe=9.15, Synergy_HSA=8.94. (6) Drug 1: C1=C(C(=O)NC(=O)N1)N(CCCl)CCCl. Drug 2: CC1C(C(CC(O1)OC2CC(CC3=C2C(=C4C(=C3O)C(=O)C5=CC=CC=C5C4=O)O)(C(=O)C)O)N)O. Cell line: ACHN. Synergy scores: CSS=73.7, Synergy_ZIP=0.339, Synergy_Bliss=0.838, Synergy_Loewe=2.50, Synergy_HSA=4.47.